Dataset: Forward reaction prediction with 1.9M reactions from USPTO patents (1976-2016). Task: Predict the product of the given reaction. (1) Given the reactants Br[CH:2]([C:4]1[CH:5]=[CH:6][C:7]([C:10]([F:13])([F:12])[F:11])=[N:8][CH:9]=1)[CH3:3].[CH3:14][S-:15].[Na+], predict the reaction product. The product is: [CH3:14][S:15][CH:2]([C:4]1[CH:5]=[CH:6][C:7]([C:10]([F:13])([F:12])[F:11])=[N:8][CH:9]=1)[CH3:3]. (2) The product is: [Br:13][C:9]1[CH:8]=[C:7]([N:6]2[C:2]3[N:1]=[CH:20][S:19][C:3]=3[C:4]([C:14]([O:16][CH2:17][CH3:18])=[O:15])=[N:5]2)[CH:12]=[CH:11][CH:10]=1. Given the reactants [NH2:1][C:2]1[N:6]([C:7]2[CH:12]=[CH:11][CH:10]=[C:9]([Br:13])[CH:8]=2)[N:5]=[C:4]([C:14]([O:16][CH2:17][CH3:18])=[O:15])[C:3]=1[SH:19].[CH2:20](OC(OCC)OCC)C.B(F)(F)F.CCOCC, predict the reaction product.